From a dataset of Forward reaction prediction with 1.9M reactions from USPTO patents (1976-2016). Predict the product of the given reaction. (1) Given the reactants Br[C:2]1[CH:3]=[C:4]([S:8]([C:11]2[N:15]([C:16]3[CH:21]=[C:20]([F:22])[CH:19]=[CH:18][C:17]=3[F:23])[N:14]=[C:13]([CH2:24][N:25]([CH3:33])[C:26](=[O:32])[O:27][C:28]([CH3:31])([CH3:30])[CH3:29])[CH:12]=2)(=[O:10])=[O:9])[CH:5]=[CH:6][CH:7]=1.C(N(CC)CC)C, predict the reaction product. The product is: [F:23][C:17]1[CH:18]=[CH:19][C:20]([F:22])=[CH:21][C:16]=1[N:15]1[C:11]([S:8]([C:4]2[CH:5]=[CH:6][CH:7]=[CH:2][CH:3]=2)(=[O:9])=[O:10])=[CH:12][C:13]([CH2:24][N:25]([CH3:33])[C:26](=[O:32])[O:27][C:28]([CH3:29])([CH3:30])[CH3:31])=[N:14]1. (2) Given the reactants [OH-].[Na+].[F:3][C:4]1[CH:5]=[C:6]([C:12]2[N:13]=[C:14]([CH3:33])[C:15]3[CH2:20][CH2:19][N:18]([C:21]4[CH:26]=[CH:25][C:24]([CH2:27][C:28]([O:30]CC)=[O:29])=[CH:23][CH:22]=4)[C:16]=3[N:17]=2)[CH:7]=[CH:8][C:9]=1[O:10][CH3:11].Cl, predict the reaction product. The product is: [F:3][C:4]1[CH:5]=[C:6]([C:12]2[N:13]=[C:14]([CH3:33])[C:15]3[CH2:20][CH2:19][N:18]([C:21]4[CH:26]=[CH:25][C:24]([CH2:27][C:28]([OH:30])=[O:29])=[CH:23][CH:22]=4)[C:16]=3[N:17]=2)[CH:7]=[CH:8][C:9]=1[O:10][CH3:11]. (3) Given the reactants [C:1]([O:5][C:6]([N:8]1[CH2:12][C:11]([F:14])([F:13])[CH2:10][C@H:9]1[C:15]([OH:17])=O)=[O:7])([CH3:4])([CH3:3])[CH3:2].CN(C(ON1N=NC2C=CC=NC1=2)=[N+](C)C)C.F[P-](F)(F)(F)(F)F.[Br:42][C:43]1[CH:44]=[C:45]([NH2:50])[C:46]([NH2:49])=[CH:47][CH:48]=1.CCN(C(C)C)C(C)C, predict the reaction product. The product is: [NH2:50][C:45]1[CH:44]=[C:43]([Br:42])[CH:48]=[CH:47][C:46]=1[NH:49][C:15]([C@@H:9]1[CH2:10][C:11]([F:13])([F:14])[CH2:12][N:8]1[C:6]([O:5][C:1]([CH3:2])([CH3:3])[CH3:4])=[O:7])=[O:17]. (4) Given the reactants [CH3:1][C:2]1[CH:3]=[C:4]([CH:9]2[CH2:14][N:13]([C:15]([N:17]3[CH2:22][CH2:21][O:20][CH2:19][CH2:18]3)=[O:16])[CH2:12][CH:11]([C:23](O)=[O:24])[CH2:10]2)[CH:5]=[CH:6][C:7]=1[CH3:8].O[N:27]=[C:28]([NH2:36])[CH2:29][S:30]([CH:33]([CH3:35])[CH3:34])(=[O:32])=[O:31], predict the reaction product. The product is: [CH3:1][C:2]1[CH:3]=[C:4]([CH:9]2[CH2:10][CH:11]([C:23]3[O:24][N:36]=[C:28]([CH2:29][S:30]([CH:33]([CH3:35])[CH3:34])(=[O:32])=[O:31])[N:27]=3)[CH2:12][N:13]([C:15]([N:17]3[CH2:18][CH2:19][O:20][CH2:21][CH2:22]3)=[O:16])[CH2:14]2)[CH:5]=[CH:6][C:7]=1[CH3:8]. (5) Given the reactants [H-].[Na+].C([O:16][C:17]([C:19]1[CH:24]=[CH:23][C:22]([OH:25])=[CH:21][N:20]=1)=[O:18])(C1C=CC=CC=1)C1C=CC=CC=1.Br[CH2:27][CH2:28][CH2:29][CH3:30], predict the reaction product. The product is: [CH2:27]([O:25][C:22]1[CH:23]=[CH:24][C:19]([C:17]([OH:16])=[O:18])=[N:20][CH:21]=1)[CH2:28][CH2:29][CH3:30].